Dataset: Cav3 T-type calcium channel HTS with 100,875 compounds. Task: Binary Classification. Given a drug SMILES string, predict its activity (active/inactive) in a high-throughput screening assay against a specified biological target. The drug is s1c(C(N(Cc2ccc(F)cc2)Cc2ccccc2)c2n(nnn2)C2CCCCC2)ccc1. The result is 0 (inactive).